Dataset: Experimentally validated miRNA-target interactions with 360,000+ pairs, plus equal number of negative samples. Task: Binary Classification. Given a miRNA mature sequence and a target amino acid sequence, predict their likelihood of interaction. (1) The miRNA is hsa-miR-3612 with sequence AGGAGGCAUCUUGAGAAAUGGA. The protein sequence of the target gene is MAKRSSLYIRIVEGKNLPAKDITGSSDPYCIVKVDNEPIIRTATVWKTLCPFWGEEYQVHLPPTFHAVAFYVMDEDALSRDDVIGKVCLTRDTIASHPKGFSGWAHLTEVDPDEEVQGEIHLRLEVWPGARACRLRCSVLEARDLAPKDRNGTSDPFVRVRYKGRTRETSIVKKSCYPRWNETFEFELQEGAMEALCVEAWDWDLVSRNDFLGKVVIDVQRLRVVQQEEGWFRLQPDQSKSRRHDEGNLGSLQLEVRLRDETVLPSSYYQPLVHLLCHEVKLGMQGPGQLIPLIEETTST.... Result: 1 (interaction). (2) The miRNA is mmu-miR-466d-3p with sequence UAUACAUACACGCACACAUAG. The protein sequence of the target gene is MTVEFEECVKDSPRFRATIDEVETDVVEIEAKLDKLVKLCSGMVEAGKAYVSTSRLFVSGVRDLSQQCQGDTVISECLQRFADSLQEVVNYHMILFDQAQRSVRQQLQSFVKEDVRKFKETKKQFDKVREDLELSLVRNAQAPRHRPHEVEEATGALTLTRKCFRHLALDYVLQINVLQAKKKFEILDSMLSFMHAQSSFFQQGYSLLHQLDPYMKKLAAELDQLVIDSAVEKREMERKHAAIQQRTLLQDFSYDESKVEFDVDAPSGVVMEGYLFKRASNAFKTWNRRWFSIQNSQLVY.... Result: 0 (no interaction). (3) The miRNA is hsa-miR-372-5p with sequence CCUCAAAUGUGGAGCACUAUUCU. The protein sequence of the target gene is MRSCFCVRRSRDPPPPQPPPPPPQRGTDQSTMPEVKDLSEALPETSMDPITGVGVVASRNRAPTGYDVVAQTADGVDADLWKDGLFKSKVTRYLCFTRSFSKENSHLGNVLVDMKLIDIKDTLPVGFIPIQETVDTQEVAFRKKRLCIKFIPRDSTEAAICDIRIMGRTKQAPPQYTFIGELNSMGIWYRMGRVPRNHDSSQPTTPSQSSAASTPAPNLPRHISLTLPATFRGRNSTRTDYEYQHSNLYAISAMDGVPFMISEKFSCVPESMQPFDLLGITIKSLAEIEKEYEYSFRTEQ.... Result: 0 (no interaction). (4) The miRNA is hsa-miR-1538 with sequence CGGCCCGGGCUGCUGCUGUUCCU. The protein sequence of the target gene is MGGLASGGDVEPGLPVEVRGSNGAFYKGFVKDVHEDSVTIFFENNWQSERQIPFGDVRLPPPADYNKEITEGDEVEVYSRANEQEPCGWWLARVRMMKGDFYVIEYAACDATYNEIVTLERLRPVNPNPLATKGSFFKVTMAVPEDLREACSNENVHKEFKKALGANCIFLNITNSELFILSTTEAPVKRASLLGDMHFRSLRTKLLLMSRNEEATKHLETSKQLAAAFQEEFTVREDLMGLAIGTHGANIQQARKVPGVTAIELGEETCTFRIYGETPEACRQARSYLEFSEDSVQVPR.... Result: 0 (no interaction). (5) The miRNA is hsa-miR-30a-5p with sequence UGUAAACAUCCUCGACUGGAAG. The protein sequence of the target gene is MSGFSTEERAAPFSLEYRVFLKNEKGQYISPFHDIPIYADKDVFHMVVEVPRWSNAKMEIATKDPLNPIKQDVKKGKLRYVANLFPYKGYIWNYGAIPQTWEDPGHNDKHTGCCGDNDPIDVCEIGSKVCARGEIIGVKVLGILAMIDEGETDWKVIAINVDDPDAANYNDINDVKRLKPGYLEATVDWFRRYKVPDGKPENEFAFNAEFKDKDFAIDIIKSTHDHWKALVTKKTNGKGISCMNTTLSESPFKCDPDAARAIVDALPPPCESACTVPTDVDKWFHHQKN. Result: 1 (interaction). (6) The miRNA is hsa-miR-4449 with sequence CGUCCCGGGGCUGCGCGAGGCA. The protein sequence of the target gene is MRPEDRMFHIRAVILRALSLAFLLSLRGAGAIKADHVSTYAAFVQTHRPTGEFMFEFDEDEMFYVDLDKKETVWHLEEFGQAFSFEAQGGLANIAILNNNLNTLIQRSNHTQATNDPPEVTVFPKEPVELGQPNTLICHIDKFFPPVLNVTWLCNGELVTEGVAESLFLPRTDYSFHKFHYLTFVPSAEDFYDCRVEHWGLDQPLLKHWEAQEPIQMPETTETVLCALGLVLGLVGIIVGTVLIIKSLRSGHDPRAQGTL. Result: 0 (no interaction).